From a dataset of hERG Central: cardiac toxicity at 1µM, 10µM, and general inhibition. Predict hERG channel inhibition at various concentrations. The compound is O=C(NCC1CCCN(Cc2ccc3nonc3c2)C1)c1cccc(C(F)(F)F)c1. Results: hERG_inhib (hERG inhibition (general)): blocker.